Dataset: Catalyst prediction with 721,799 reactions and 888 catalyst types from USPTO. Task: Predict which catalyst facilitates the given reaction. (1) Reactant: Cl[C:2]1[C:11]2[C:6](=[CH:7][C:8]([O:14][CH3:15])=[C:9]([O:12][CH3:13])[CH:10]=2)[N:5]=[CH:4][CH:3]=1.[CH:16]([C:19]1[CH:24]=[CH:23][CH:22]=[CH:21][C:20]=1[OH:25])=[CH:17][CH3:18]. Product: [CH3:13][O:12][C:9]1[CH:10]=[C:11]2[C:6](=[CH:7][C:8]=1[O:14][CH3:15])[N:5]=[CH:4][CH:3]=[C:2]2[O:25][C:20]1[CH:21]=[CH:22][CH:23]=[CH:24][C:19]=1[CH:16]=[CH:17][CH3:18]. The catalyst class is: 420. (2) Reactant: [O:1]1[C:6]2[CH:7]=[CH:8][CH:9]=[CH:10][C:5]=2[O:4][CH2:3][CH:2]1[CH2:11][N:12]1[CH2:16][CH2:15][C:14]([CH2:18][OH:19])([CH3:17])[CH2:13]1.[H-].[Na+].I[CH3:23].O. Product: [O:1]1[C:6]2[CH:7]=[CH:8][CH:9]=[CH:10][C:5]=2[O:4][CH2:3][CH:2]1[CH2:11][N:12]1[CH2:16][CH2:15][C:14]([CH2:18][O:19][CH3:23])([CH3:17])[CH2:13]1. The catalyst class is: 7. (3) Reactant: [NH2:1][CH:2]([CH2:12][C:13]1[CH:18]=[CH:17][CH:16]=[C:15]([O:19][CH2:20][C:21]([F:24])([F:23])[F:22])[CH:14]=1)[CH:3]([C:5]1[CH:10]=[CH:9][C:8]([F:11])=[CH:7][CH:6]=1)[OH:4].[F:25][C:26]1[C:35]2[C:30](=[CH:31][CH:32]=[CH:33][CH:34]=2)[C:29]([C:36](O)=[O:37])=[CH:28][CH:27]=1.Cl.C(N=C=NCCCN(C)C)C.ON1C2C=CC=CC=2N=N1. Product: [F:11][C:8]1[CH:7]=[CH:6][C:5]([CH:3]([OH:4])[CH:2]([NH:1][C:36]([C:29]2[C:30]3[C:35](=[CH:34][CH:33]=[CH:32][CH:31]=3)[C:26]([F:25])=[CH:27][CH:28]=2)=[O:37])[CH2:12][C:13]2[CH:18]=[CH:17][CH:16]=[C:15]([O:19][CH2:20][C:21]([F:24])([F:22])[F:23])[CH:14]=2)=[CH:10][CH:9]=1. The catalyst class is: 47.